This data is from Forward reaction prediction with 1.9M reactions from USPTO patents (1976-2016). The task is: Predict the product of the given reaction. (1) Given the reactants [Cl:1][C:2]1[CH:7]=[CH:6][C:5]([C:8]2[N:12]([C:13]3[CH:18]=[CH:17][CH:16]=[CH:15][CH:14]=3)[N:11]=[C:10]([CH2:19][CH2:20][CH:21]=O)[CH:9]=2)=[CH:4][CH:3]=1.[CH3:23][C:24]1[C:29]([CH3:30])=[CH:28][CH:27]=[CH:26][C:25]=1[N:31]1[CH2:36][CH2:35][NH:34][CH2:33][CH2:32]1.CCN(C(C)C)C(C)C.[BH-](OC(C)=O)(OC(C)=O)OC(C)=O.[Na+], predict the reaction product. The product is: [Cl:1][C:2]1[CH:7]=[CH:6][C:5]([C:8]2[N:12]([C:13]3[CH:18]=[CH:17][CH:16]=[CH:15][CH:14]=3)[N:11]=[C:10]([CH2:19][CH2:20][CH2:21][N:34]3[CH2:35][CH2:36][N:31]([C:25]4[CH:26]=[CH:27][CH:28]=[C:29]([CH3:30])[C:24]=4[CH3:23])[CH2:32][CH2:33]3)[CH:9]=2)=[CH:4][CH:3]=1. (2) Given the reactants [Cl:1][C:2]1[CH:7]=[C:6](I)[CH:5]=[C:4]([C:9]([F:12])([F:11])[F:10])[N:3]=1.[Li]CCCC.[C:18](=[O:20])=[O:19], predict the reaction product. The product is: [Cl:1][C:2]1[CH:7]=[C:6]([CH:5]=[C:4]([C:9]([F:12])([F:11])[F:10])[N:3]=1)[C:18]([OH:20])=[O:19]. (3) Given the reactants [CH3:1][N:2]1[CH2:7][CH2:6][NH:5][CH2:4][CH2:3]1.[CH3:8][O:9][CH2:10][CH2:11][N:12]([C:14]1[CH:15]=[C:16]([CH:38]=[CH:39][CH:40]=1)[C:17]([NH:19][C:20]1[CH:21]=[CH:22][C:23]([CH3:37])=[C:24]([NH:26][C:27](=[O:36])[C:28]2[CH:33]=[CH:32][CH:31]=[C:30]([CH2:34]Cl)[CH:29]=2)[CH:25]=1)=[O:18])[CH3:13], predict the reaction product. The product is: [CH3:8][O:9][CH2:10][CH2:11][N:12]([C:14]1[CH:15]=[C:16]([CH:38]=[CH:39][CH:40]=1)[C:17]([NH:19][C:20]1[CH:21]=[CH:22][C:23]([CH3:37])=[C:24]([NH:26][C:27](=[O:36])[C:28]2[CH:33]=[CH:32][CH:31]=[C:30]([CH2:34][N:5]3[CH2:6][CH2:7][N:2]([CH3:1])[CH2:3][CH2:4]3)[CH:29]=2)[CH:25]=1)=[O:18])[CH3:13]. (4) Given the reactants C(=O)([O-])[O-].[K+].[K+].[C:15](O[C:15]([O:17][C:18]([CH3:21])([CH3:20])[CH3:19])=[O:16])([O:17][C:18]([CH3:21])([CH3:20])[CH3:19])=[O:16].[CH3:22][CH:23]1[NH:27][CH2:26][CH:25]([CH2:28][OH:29])[CH2:24]1, predict the reaction product. The product is: [OH:29][CH2:28][CH:25]1[CH2:26][N:27]([C:15]([O:17][C:18]([CH3:19])([CH3:20])[CH3:21])=[O:16])[CH:23]([CH3:22])[CH2:24]1. (5) Given the reactants [CH3:1][C:2]1[N:3]=[C:4]([NH:7][C:8]2[CH:13]=[C:12]([O:14][C:15]3[CH:23]=[CH:22][CH:21]=[CH:20][C:16]=3[C:17]([OH:19])=O)[CH:11]=[CH:10][N:9]=2)[S:5][CH:6]=1.C(N(CC)CC)C.C([Cl:36])(=O)OCC.[NH2:37][CH2:38][CH2:39][C:40]1[N:44]=[CH:43][NH:42][CH:41]=1, predict the reaction product. The product is: [ClH:36].[ClH:36].[NH:42]1[CH:41]=[C:40]([CH2:39][CH2:38][NH:37][C:17](=[O:19])[C:16]2[CH:20]=[CH:21][CH:22]=[CH:23][C:15]=2[O:14][C:12]2[CH:11]=[CH:10][N:9]=[C:8]([NH:7][C:4]3[S:5][CH:6]=[C:2]([CH3:1])[N:3]=3)[CH:13]=2)[N:44]=[CH:43]1. (6) The product is: [Br:34][CH2:35][CH2:36][CH2:37][O:38][C:43]1[CH:44]=[CH:45][C:40]([Cl:39])=[CH:41][C:42]=1[C:47]1[O:51][N:50]=[CH:49][CH:48]=1. Given the reactants C1(P(C2C=CC=CC=2)C2C=CC=CC=2)C=CC=CC=1.CC(OC(/N=N/C(OC(C)C)=O)=O)C.[Br:34][CH2:35][CH2:36][CH2:37][OH:38].[Cl:39][C:40]1[CH:45]=[CH:44][C:43](O)=[C:42]([C:47]2[O:51][N:50]=[CH:49][CH:48]=2)[CH:41]=1, predict the reaction product. (7) Given the reactants [OH:1][C:2]1[CH:7]=[CH:6][CH:5]=[CH:4][C:3]=1[C:8](=[O:17])[CH2:9][C:10]([O:12][C:13]([CH3:16])([CH3:15])[CH3:14])=[O:11].[CH:18]1[C:27]2[C:22](=[CH:23][CH:24]=[CH:25][CH:26]=2)[CH:21]=[CH:20][C:19]=1[CH:28]=O.C([O-])(=O)C.[NH2+]1CCCCC1.S([O-])([O-])(=O)=O.[Na+].[Na+], predict the reaction product. The product is: [OH:1][C:2]1[CH:7]=[CH:6][CH:5]=[CH:4][C:3]=1[C:8](/[C:9](=[CH:28]\[C:19]1[CH:20]=[CH:21][C:22]2[C:27](=[CH:26][CH:25]=[CH:24][CH:23]=2)[CH:18]=1)/[C:10]([O:12][C:13]([CH3:14])([CH3:16])[CH3:15])=[O:11])=[O:17]. (8) Given the reactants [CH2:1]([O:3][CH:4]([O:8][CH2:9][CH3:10])[CH2:5][CH2:6][NH2:7])[CH3:2].[C:11]1([CH2:17][CH:18]=O)[CH:16]=[CH:15][CH:14]=[CH:13][CH:12]=1.C(O)(=O)C.C([BH3-])#N.[Na+], predict the reaction product. The product is: [CH2:1]([O:3][CH:4]([O:8][CH2:9][CH3:10])[CH2:5][CH2:6][NH:7][CH2:18][CH2:17][C:11]1[CH:16]=[CH:15][CH:14]=[CH:13][CH:12]=1)[CH3:2]. (9) Given the reactants Br[C:2]1[CH:3]=[C:4]2[C:8](=[CH:9][CH:10]=1)[N:7]([Si:11]([CH:18]([CH3:20])[CH3:19])([CH:15]([CH3:17])[CH3:16])[CH:12]([CH3:14])[CH3:13])[CH:6]=[CH:5]2.C([Li])(C)(C)C.C[O:27][C:28]([C@:30]1([CH2:42][C:43]2[CH:48]=[CH:47][CH:46]=[CH:45][CH:44]=2)[CH2:34][CH2:33][CH2:32][N:31]1[C:35]([O:37][C:38]([CH3:41])([CH3:40])[CH3:39])=[O:36])=O, predict the reaction product. The product is: [C:38]([O:37][C:35]([N:31]1[CH2:32][CH2:33][CH2:34][C:30]1([CH2:42][C:43]1[CH:44]=[CH:45][CH:46]=[CH:47][CH:48]=1)[C:28]([C:2]1[CH:3]=[C:4]2[C:8](=[CH:9][CH:10]=1)[N:7]([Si:11]([CH:15]([CH3:16])[CH3:17])([CH:18]([CH3:19])[CH3:20])[CH:12]([CH3:13])[CH3:14])[CH:6]=[CH:5]2)=[O:27])=[O:36])([CH3:41])([CH3:39])[CH3:40].